From a dataset of Full USPTO retrosynthesis dataset with 1.9M reactions from patents (1976-2016). Predict the reactants needed to synthesize the given product. (1) Given the product [Cl:15][C:8]1[N:9]=[C:10]([Cl:14])[C:11]([F:13])=[CH:12][C:7]=1[C:6](/[C:5](=[CH:17]/[NH:25][CH2:24][CH2:22][OH:23])/[C:4]([O:3][CH2:1][CH3:2])=[O:21])=[O:16], predict the reactants needed to synthesize it. The reactants are: [CH2:1]([O:3][C:4](=[O:21])[C:5](=[CH:17]OCC)[C:6](=[O:16])[C:7]1[C:8]([Cl:15])=[N:9][C:10]([Cl:14])=[C:11]([F:13])[CH:12]=1)[CH3:2].[CH2:22]([CH2:24][NH2:25])[OH:23]. (2) Given the product [Br:1][C:2]1[CH:3]=[CH:4][CH:5]=[C:6]2[C:11]=1[N:10]=[C:9]([N:15]([C:16]([CH3:19])([CH3:18])[CH3:17])[CH3:14])[NH:8][C:7]2=[O:13], predict the reactants needed to synthesize it. The reactants are: [Br:1][C:2]1[CH:3]=[CH:4][CH:5]=[C:6]2[C:11]=1[N:10]=[C:9](Cl)[N:8]=[C:7]2[OH:13].[CH3:14][NH:15][C:16]([CH3:19])([CH3:18])[CH3:17].